Dataset: M1 muscarinic receptor antagonist screen with 61,756 compounds. Task: Binary Classification. Given a drug SMILES string, predict its activity (active/inactive) in a high-throughput screening assay against a specified biological target. (1) The compound is S(CC(=O)N1CCN(CC1)C(OCC)=O)c1oc(nn1)c1cc(OC)cc(OC)c1. The result is 0 (inactive). (2) The molecule is Clc1cc(N2CCN(CC2)Cc2cc(OC)c(OC)c(OC)c2)ccc1. The result is 0 (inactive). (3) The compound is O(c1c(OCC)cc(cc1OCC)C(=O)NC)CC. The result is 0 (inactive). (4) The molecule is S(CC(=O)c1cc(OC)ccc1)c1n(nnn1)C. The result is 0 (inactive). (5) The compound is O=C1CC(Cc2n(c(=O)c(cc12)C(=O)N1CCN(CC1)C)c1ccc(cc1)C)(C)C. The result is 0 (inactive). (6) The compound is S(=O)(=O)(NCCC(=O)N1CCN(CC1)c1ncccc1)c1cc2CCN(c2cc1)C(=O)C. The result is 0 (inactive).